From a dataset of Reaction yield outcomes from USPTO patents with 853,638 reactions. Predict the reaction yield, written as a fraction of the theoretical maximum amount of product (1.0 means a 100% yield; for example, 0.34 means a 34% yield). (1) The reactants are [C:1]([C:3]1[CH:4]=[C:5]([CH:27]([CH3:35])[C:28]([O:30]C(C)(C)C)=[O:29])[CH:6]=[CH:7][C:8]=1[O:9][C:10]1[CH:15]=[CH:14][C:13]([NH:16][C:17](=[O:26])[C:18]2[CH:23]=[CH:22][C:21]([Cl:24])=[C:20]([Cl:25])[CH:19]=2)=[CH:12][CH:11]=1)#[N:2].C(O)(C(F)(F)F)=O. The catalyst is C(Cl)Cl. The product is [C:1]([C:3]1[CH:4]=[C:5]([CH:27]([CH3:35])[C:28]([OH:30])=[O:29])[CH:6]=[CH:7][C:8]=1[O:9][C:10]1[CH:11]=[CH:12][C:13]([NH:16][C:17](=[O:26])[C:18]2[CH:23]=[CH:22][C:21]([Cl:24])=[C:20]([Cl:25])[CH:19]=2)=[CH:14][CH:15]=1)#[N:2]. The yield is 0.780. (2) The reactants are [OH:1][C:2]1[N:7]=[CH:6][C:5]([NH:8][C:9](=[O:16])[C:10]2[CH:15]=[CH:14][CH:13]=[CH:12][CH:11]=2)=[CH:4][CH:3]=1.[I-].[C:18]([Si:22]([CH3:39])([CH3:38])[O:23][CH:24]1[CH2:29][CH2:28][N:27]([C:30](N2C=C[N+](C)=C2)=[O:31])[CH2:26][CH2:25]1)([CH3:21])([CH3:20])[CH3:19].N12CCN(CC1)CC2. The catalyst is CN(C)C=O. The product is [C:9]([NH:8][C:5]1[CH:4]=[CH:3][C:2]([O:1][C:30]([N:27]2[CH2:28][CH2:29][CH:24]([O:23][Si:22]([C:18]([CH3:21])([CH3:20])[CH3:19])([CH3:38])[CH3:39])[CH2:25][CH2:26]2)=[O:31])=[N:7][CH:6]=1)(=[O:16])[C:10]1[CH:15]=[CH:14][CH:13]=[CH:12][CH:11]=1. The yield is 0.770. (3) The reactants are [CH3:1][C:2]1([CH3:33])[S:7][CH2:6][CH2:5][N:4]([S:8]([C:11]2[CH:16]=[CH:15][C:14]([O:17][CH2:18][C:19]#[C:20][CH2:21][CH2:22][O:23][CH:24]3[CH2:29][CH2:28][CH2:27][CH2:26][O:25]3)=[CH:13][CH:12]=2)(=[O:10])=[O:9])[CH:3]1[C:30](O)=[O:31].[OH:34][N:35]1C2C=CC=CC=2N=N1.Cl.CN(C)CCCN=C=NCC.NO. The catalyst is CN(C=O)C.C(OCC)(=O)C. The product is [OH:34][NH:35][C:30]([CH:3]1[C:2]([CH3:33])([CH3:1])[S:7][CH2:6][CH2:5][N:4]1[S:8]([C:11]1[CH:16]=[CH:15][C:14]([O:17][CH2:18][C:19]#[C:20][CH2:21][CH2:22][O:23][CH:24]2[CH2:29][CH2:28][CH2:27][CH2:26][O:25]2)=[CH:13][CH:12]=1)(=[O:10])=[O:9])=[O:31]. The yield is 0.0800. (4) The reactants are Cl.[NH:2]1[CH2:6][CH2:5][CH:4]([OH:7])[CH2:3]1.[Br:8][C:9]1[CH:10]=[C:11]([N:15]2[C:23]3[C:18](=[CH:19][C:20]([CH2:24]Cl)=[CH:21][CH:22]=3)[C:17]([C:26]([O:28][CH3:29])=[O:27])=[N:16]2)[CH:12]=[CH:13][CH:14]=1.C(N(CC)CC)C. The catalyst is ClCCl. The product is [Br:8][C:9]1[CH:10]=[C:11]([N:15]2[C:23]3[C:18](=[CH:19][C:20]([CH2:24][N:2]4[CH2:6][CH2:5][CH:4]([OH:7])[CH2:3]4)=[CH:21][CH:22]=3)[C:17]([C:26]([O:28][CH3:29])=[O:27])=[N:16]2)[CH:12]=[CH:13][CH:14]=1. The yield is 0.710. (5) The reactants are [CH3:1][S:2]([NH2:5])(=[O:4])=[O:3].[CH3:6][C:7]1[C:8]([CH3:33])=[CH:9][C:10]2[N:19]([CH2:20][CH2:21][N:22]3[CH2:26][CH2:25][CH2:24][C@@H:23]3[C:27](O)=[O:28])[C:18]3[C:13]([C:14](=[O:31])[NH:15][C:16](=[O:30])[N:17]=3)=[N:12][C:11]=2[CH:32]=1.CC1C(C)=CC2N(CC=O)C3C(C(=O)NC(=O)N=3)=NC=2C=1.N1CCC[C@@H]1C(O)=O.CN(C(ON1N=NC2C=CC=NC1=2)=[N+](C)C)C.F[P-](F)(F)(F)(F)F.C(N(C(C)C)CC)(C)C. The catalyst is CN(C=O)C. The product is [CH3:6][C:7]1[C:8]([CH3:33])=[CH:9][C:10]2[N:19]([CH2:20][CH2:21][N:22]3[CH2:26][CH2:25][CH2:24][C@@H:23]3[C:27]([NH:5][S:2]([CH3:1])(=[O:4])=[O:3])=[O:28])[C:18]3[C:13]([C:14](=[O:31])[NH:15][C:16](=[O:30])[N:17]=3)=[N:12][C:11]=2[CH:32]=1. The yield is 0.221. (6) The reactants are [C:1]([N:5]1[C:9](=[O:10])[C:8](Cl)=[C:7]([C:12]2[CH:17]=[CH:16][CH:15]=[CH:14][CH:13]=2)[S:6]1(=[O:19])=[O:18])([CH3:4])([CH3:3])[CH3:2].[O:20]1[C:25]2[CH:26]=[CH:27][CH:28]=[CH:29][C:24]=2[O:23][CH2:22][CH:21]1[CH2:30][NH2:31]. The catalyst is CC#N. The product is [C:1]([N:5]1[C:9](=[O:10])[C:8]([NH:31][CH2:30][CH:21]2[O:20][C:25]3[CH:26]=[CH:27][CH:28]=[CH:29][C:24]=3[O:23][CH2:22]2)=[C:7]([C:12]2[CH:17]=[CH:16][CH:15]=[CH:14][CH:13]=2)[S:6]1(=[O:19])=[O:18])([CH3:4])([CH3:3])[CH3:2]. The yield is 0.650. (7) The reactants are COCCN(S(F)(F)[F:11])CCOC.[C:14]([O:18][C:19]([C@H:21]1[CH2:26][CH2:25][C@@H:24]([O:27][CH2:28][CH2:29][CH2:30]O)[CH2:23][CH2:22]1)=[O:20])([CH3:17])([CH3:16])[CH3:15].C(=O)(O)[O-].[Na+]. The catalyst is ClCCl. The product is [C:14]([O:18][C:19]([C@H:21]1[CH2:26][CH2:25][C@@H:24]([O:27][CH2:28][CH2:29][CH2:30][F:11])[CH2:23][CH2:22]1)=[O:20])([CH3:17])([CH3:16])[CH3:15]. The yield is 0.790.